This data is from Experimentally validated miRNA-target interactions with 360,000+ pairs, plus equal number of negative samples. The task is: Binary Classification. Given a miRNA mature sequence and a target amino acid sequence, predict their likelihood of interaction. (1) The miRNA is hsa-miR-944 with sequence AAAUUAUUGUACAUCGGAUGAG. The protein sequence of the target gene is MSLAEAIRLWNEGVLAADKKDWKGALEAFSEVQDPHSRICFNIGCVNTILENLQAAEQAFTKSINRDKHSAVAYFQRGMLYYRMEKYDLAIKDLKEALTQLRGNQLIDYKILGLQFKLFACEVLYNIALMHAKKEEWKKAEEQLALATNMKSEPRHSKIDKAMESIWKQKLFEPVVIPVGRLFRPNERQVAQLAKKDYLGKATVVASVVHQDNFSGFAPLQPQSAEPPPRPKTPEIFRALEGEAHRVLFGFVPETPEELQVMPGNIVFVLKKGSDNWATVMFNGQKGLVPCNYLEPVELR.... Result: 0 (no interaction). (2) The miRNA is hsa-miR-4469 with sequence GCUCCCUCUAGGGUCGCUCGGA. The protein sequence of the target gene is MESTGSVGEAPGGPRVLVVGGGIAGLGAAQRLCGHSAFPHLRVLEATARAGGRIRSERCFGGVVEVGAHWIHGPSRGNPVFQLAAEYGLLGEKELSQENQLVETGGHVGLPSVSYASSGASVSLQLVAEMATLFYGLIDQTREFLHAAETPVPSVGEYLKKEIGQHVAGWTEDEETRKLKLAVLNSFFNLECCVSGTHSMDLVALAPFGEYTVLPGLDCTFSKGYQGLTNCMMAALPEDTVVFEKPVKTIHWNGSFQEAAFPGETFPVSVECEDGDRFPAHHVIVTVPLGFLREHLDTFF.... Result: 1 (interaction). (3) Result: 1 (interaction). The miRNA is hsa-miR-19b-3p with sequence UGUGCAAAUCCAUGCAAAACUGA. The protein sequence of the target gene is MFCEKAMELIRELHRAPEGQLPAFNEDGLRQVLEEMKALYEQNQSDVNEAKSGGRSDLIPTIKFRHCSLLRNRRCTVAYLYDRLLRIRALRWEYGSVLPNALRFHMAAEEMEWFNNYKRSLATYMRSLGGDEGLDITQDMKPPKSLYIEVRCLKDYGEFEVDDGTSVLLKKNSQHFLPRWKCEQLIRQGVLEHILS. (4) The miRNA is hsa-miR-101-3p with sequence UACAGUACUGUGAUAACUGAA. The protein sequence of the target gene is MATAAYEQLKLHITPEKFYVEACDDGADDVLTIDRVSTEVTLAVKKDVPPSAVTRPIFGILGTIHLVAGNYLIVITKKIKVGEFFSHVVWKATDFDVLSYKKTMLHLTDIQLQDNKTFLAMLNHVLNVDGFYFSTTYDLTHTLQRLSNTSPEFQEMSLLERADQRFVWNGHLLRELSAQPEVHRFALPVLHGFITMHSCSINGKYFDWILISRRSCFRAGVRYYVRGIDSEGHAANFVETEQIVHYNGSKASFVQTRGSIPVFWSQRPNLKYKPLPQISKVANHMDGFQRHFDSQVIIYG.... Result: 1 (interaction). (5) The miRNA is hsa-miR-5196-3p with sequence UCAUCCUCGUCUCCCUCCCAG. The protein sequence of the target gene is MAALVLEDGSVLRGQPFGAAVSTAGEVVFQTGMVGYPEALTDPSYKAQILVLTYPLIGNYGIPPDEMDEFGLCKWFESSGIHVAALVVGECCPTPSHWSATRTLHEWLQQHGIPGLQGVDTRELTKKLREQGSLLGKLVQNGTEPSSLPFLDPNARPLVPEVSIKTPRVFNTGGAPRILALDCGLKYNQIRCLCQRGAEVTVVPWDHALDSQEYEGLFLSNGPGDPASYPSVVSTLSRVLSEPNPRPVFGICLGHQLLALAIGAKTYKMRYGNRGHNQPCLLVGSGRCFLTSQNHGFAVE.... Result: 0 (no interaction). (6) The miRNA is hsa-miR-877-3p with sequence UCCUCUUCUCCCUCCUCCCAG. The protein sequence of the target gene is MGDTVVEPAPLKPTSEPTSGPPGNNGGSLLSVITEGVGELSVIDPEVAQKACQEVLEKVKLLHGGVAVSSRGTPLELVNGDGVDSEIRCLDDPPAQIREEEDEMGAAVASGTAKGARRRRQNNSAKQSWLLRLFESKLFDISMAISYLYNSKEPGVQAYIGNRLFCFRNEDVDFYLPQLLNMYIHMDEDVGDAIKPYIVHRCRQSINFSLQCALLLGAYSSDMHISTQRHSRGTKLRKLILSDELKPAHRKRELPSLSPAPDTGLSPSKRTHQRSKSDATASISLSSNLKRTASNPKVEN.... Result: 1 (interaction). (7) The miRNA is hsa-miR-1262 with sequence AUGGGUGAAUUUGUAGAAGGAU. The protein sequence of the target gene is MACYIYQLPSWVLDDLCRNMDALSEWDWMEFASYVITDLTQLRKIKSMERVQGVSITRELLWWWGMRQATVQQLVDLLCRLELYRAAQIILNWKPAPEIRCPIPAFPDSVKPEKPLAASVRKAEDEQEEGQPVRMATFPGPGSSPARAHQPAFLQPPEEDAPHSLRSDLPTSSDSKDFSTSIPKQEKLLSLAGDSLFWSEADVVQATDDFNQNRKISQGTFADVYRGHRHGKPFVFKKLRETACSSPGSIERFFQAELQICLRCCHPNVLPVLGFCAARQFHSFIYPYMANGSLQDRLQG.... Result: 1 (interaction). (8) The miRNA is hsa-miR-670-5p with sequence GUCCCUGAGUGUAUGUGGUG. The protein sequence of the target gene is MKHYEVEIRDAKTREKLCFLDKVEPQATISEIKTLFTKTHPQWYPARQSLRLDPKGKSLKDEDVLQKLPVGTTATLYFRDLGAQISWVTVFLTEYAGPLFIYLLFYFRVPFIYGRKYDFTSSRHTVVHLACMCHSFHYIKRLLETLFVHRFSHGTMPLRNIFKNCTYYWGFAAWMAYYINHPLYTPPTYGVQQVKLALAVFVICQLGNFSIHMALRDLRPAGSKTRKIPYPTKNPFTWLFLLVSCPNYTYEVGSWIGFAILTQCVPVALFSLVGFTQMTIWAKGKHRSYLKEFRDYPPLR.... Result: 0 (no interaction).